Dataset: Forward reaction prediction with 1.9M reactions from USPTO patents (1976-2016). Task: Predict the product of the given reaction. (1) Given the reactants F[C:2]1[CH:7]=[CH:6][N:5]2[C:8]([C:11]([NH:13][C:14]3[CH:22]=[CH:21][CH:20]=[C:19]4[C:15]=3[C:16]([CH3:33])=[N:17][N:18]4[CH2:23][C:24]3[CH:29]=[CH:28][CH:27]=[C:26]([CH:30]([CH3:32])[CH3:31])[N:25]=3)=[O:12])=[CH:9][N:10]=[C:4]2[CH:3]=1.[CH3:34][C@@H:35]1[N:40]([CH3:41])[CH2:39][CH2:38][N:37]([CH2:42][CH2:43][OH:44])[CH2:36]1.O1CCN(CCO)C[CH2:46]1, predict the reaction product. The product is: [CH:30]1([C:26]2[N:25]=[C:24]([CH2:23][N:18]3[C:19]4[C:15](=[C:14]([NH:13][C:11]([C:8]5[N:5]6[CH:6]=[CH:7][C:2]([O:44][CH2:43][CH2:42][N:37]7[CH2:38][CH2:39][N:40]([CH3:41])[C@@H:35]([CH3:34])[CH2:36]7)=[CH:3][C:4]6=[N:10][CH:9]=5)=[O:12])[CH:22]=[CH:21][CH:20]=4)[C:16]([CH3:33])=[N:17]3)[CH:29]=[CH:28][CH:27]=2)[CH2:32][CH2:46][CH2:31]1. (2) The product is: [Cl:1][C:2]1[CH:35]=[C:34]([CH3:36])[CH:33]=[C:32]([Cl:37])[C:3]=1[O:4][CH2:5][CH2:6][O:7][C:8]1[CH:9]=[CH:10][C:11]([C@H:14]2[CH2:19][CH2:18][N:17]([C:20]([O:22][C:23]([CH3:26])([CH3:25])[CH3:24])=[O:21])[CH2:16][C@@H:15]2[C:27]([O:29][CH2:30][CH3:31])=[O:28])=[CH:12][CH:13]=1. Given the reactants [Cl:1][C:2]1[CH:35]=[C:34]([CH3:36])[CH:33]=[C:32]([Cl:37])[C:3]=1[O:4][CH2:5][CH2:6][O:7][C:8]1[CH:13]=[CH:12][C:11]([C@@H:14]2[CH2:19][CH2:18][N:17]([C:20]([O:22][C:23]([CH3:26])([CH3:25])[CH3:24])=[O:21])[CH2:16][C@H:15]2[C:27]([O:29][CH2:30][CH3:31])=[O:28])=[CH:10][CH:9]=1, predict the reaction product.